From a dataset of Full USPTO retrosynthesis dataset with 1.9M reactions from patents (1976-2016). Predict the reactants needed to synthesize the given product. (1) Given the product [CH3:18][C:16]1[N:17]=[C:13]([NH:12][C:2]2[N:3]=[CH:4][CH:5]=[C:6]3[C:11]=2[N:10]=[CH:9][CH:8]=[CH:7]3)[S:14][CH:15]=1, predict the reactants needed to synthesize it. The reactants are: Cl[C:2]1[N:3]=[CH:4][CH:5]=[C:6]2[C:11]=1[N:10]=[CH:9][CH:8]=[CH:7]2.[NH2:12][C:13]1[S:14][CH:15]=[C:16]([CH3:18])[N:17]=1. (2) Given the product [CH3:18][O:17][C:9]1[CH:8]=[C:7]([C:6]2[CH2:5][C:4](=[O:3])[NH:21][N:22]=2)[CH:12]=[C:11]([O:13][CH3:14])[C:10]=1[O:15][CH3:16], predict the reactants needed to synthesize it. The reactants are: C([O:3][C:4](=O)[CH2:5][C:6](=O)[C:7]1[CH:12]=[C:11]([O:13][CH3:14])[C:10]([O:15][CH3:16])=[C:9]([O:17][CH3:18])[CH:8]=1)C.[NH2:21][NH2:22].